This data is from Catalyst prediction with 721,799 reactions and 888 catalyst types from USPTO. The task is: Predict which catalyst facilitates the given reaction. (1) Reactant: Cl[C:2]1[CH:7]=[C:6]([NH:8][CH2:9][CH2:10][NH2:11])[CH:5]=[C:4]([CH3:12])[N:3]=1.[Na].[CH3:14][CH:15]([CH2:18][CH3:19])[CH2:16][OH:17].C1(OC2C=CC=CC=2)C=CC=CC=1. The catalyst class is: 16. Product: [CH3:12][C:4]1[CH:5]=[C:6]([NH:8][CH2:9][CH2:10][NH2:11])[CH:7]=[C:2]([O:17][CH2:16][CH:15]([CH3:14])[CH2:18][CH3:19])[N:3]=1. (2) Reactant: [ClH:1].[CH2:2]([C:4]1[S:27][C:7]2[N:8]=[CH:9][N:10]=[C:11]([N:12]3[CH2:17][CH2:16][CH:15]([CH2:18][NH:19]C(=O)OC(C)(C)C)[CH2:14][CH2:13]3)[C:6]=2[CH:5]=1)[CH3:3]. Product: [ClH:1].[CH2:2]([C:4]1[S:27][C:7]2[N:8]=[CH:9][N:10]=[C:11]([N:12]3[CH2:13][CH2:14][CH:15]([CH2:18][NH2:19])[CH2:16][CH2:17]3)[C:6]=2[CH:5]=1)[CH3:3]. The catalyst class is: 4.